From a dataset of Forward reaction prediction with 1.9M reactions from USPTO patents (1976-2016). Predict the product of the given reaction. (1) Given the reactants Br[CH2:2][CH2:3][CH2:4][N:5]1[C:9]2[CH:10]=[CH:11][CH:12]=[CH:13][C:8]=2[N:7]([C:14]2[CH:19]=[CH:18][CH:17]=[CH:16][CH:15]=2)[S:6]1(=[O:21])=[O:20].[C:22]([N:29]1[CH2:34][CH2:33][NH:32][CH2:31][CH2:30]1)([O:24][C:25]([CH3:28])([CH3:27])[CH3:26])=[O:23].C(=O)([O-])[O-].[Na+].[Na+], predict the reaction product. The product is: [O:20]=[S:6]1(=[O:21])[N:5]([CH2:4][CH2:3][CH2:2][N:32]2[CH2:31][CH2:30][N:29]([C:22]([O:24][C:25]([CH3:28])([CH3:27])[CH3:26])=[O:23])[CH2:34][CH2:33]2)[C:9]2[CH:10]=[CH:11][CH:12]=[CH:13][C:8]=2[N:7]1[C:14]1[CH:19]=[CH:18][CH:17]=[CH:16][CH:15]=1. (2) The product is: [NH:1]([C:28]([O:30][CH2:31][CH:32]1[C:44]2[C:39](=[CH:40][CH:41]=[CH:42][CH:43]=2)[C:38]2[C:33]1=[CH:34][CH:35]=[CH:36][CH:37]=2)=[O:29])[C@H:2]([C:25]([OH:27])=[O:26])[CH2:3][CH2:4][CH2:5][CH2:6][NH:7][C:8]([O:10][CH2:11][CH:12]1[C:24]2[C:19](=[CH:20][CH:21]=[CH:22][CH:23]=2)[C:18]2[C:13]1=[CH:14][CH:15]=[CH:16][CH:17]=2)=[O:9].[NH:45]([C:53]([O:55][C:56]([CH3:58])([CH3:57])[CH3:59])=[O:54])[C@H:46]([C:50]([OH:52])=[O:51])[CH:47]([CH3:49])[CH3:48]. Given the reactants [NH:1]([C:28]([O:30][CH2:31][CH:32]1[C:44]2[C:39](=[CH:40][CH:41]=[CH:42][CH:43]=2)[C:38]2[C:33]1=[CH:34][CH:35]=[CH:36][CH:37]=2)=[O:29])[C@H:2]([C:25]([OH:27])=[O:26])[CH2:3][CH2:4][CH2:5][CH2:6][NH:7][C:8]([O:10][CH2:11][CH:12]1[C:24]2[C:19](=[CH:20][CH:21]=[CH:22][CH:23]=2)[C:18]2[C:13]1=[CH:14][CH:15]=[CH:16][CH:17]=2)=[O:9].[NH:45]([C:53]([O:55][C:56]([CH3:59])([CH3:58])[CH3:57])=[O:54])[C@H:46]([C:50]([OH:52])=[O:51])[CH:47]([CH3:49])[CH3:48], predict the reaction product.